Predict the reaction yield, written as a fraction of the theoretical maximum amount of product (1.0 means a 100% yield; for example, 0.34 means a 34% yield). From a dataset of Reaction yield outcomes from USPTO patents with 853,638 reactions. (1) The reactants are [CH:1]1([NH:9][C:10]2[CH:20]=[CH:19][C:13]([C:14]([O:16][CH2:17][CH3:18])=[O:15])=[CH:12][C:11]=2[N+:21]([O-])=O)[CH2:8][CH2:7][CH2:6][CH2:5][CH2:4][CH2:3][CH2:2]1.[H][H]. The catalyst is [OH-].[OH-].[Pd+2]. The product is [NH2:21][C:11]1[CH:12]=[C:13]([CH:19]=[CH:20][C:10]=1[NH:9][CH:1]1[CH2:8][CH2:7][CH2:6][CH2:5][CH2:4][CH2:3][CH2:2]1)[C:14]([O:16][CH2:17][CH3:18])=[O:15]. The yield is 0.890. (2) The reactants are [CH3:1][N:2]([CH3:13])[CH2:3][CH2:4][O:5][CH2:6][CH2:7][O:8][CH2:9][CH2:10][C:11]#[N:12].[NH2:14][OH:15]. The catalyst is CCO. The product is [CH3:13][N:2]([CH3:1])[CH2:3][CH2:4][O:5][CH2:6][CH2:7][O:8][CH2:9][CH2:10][C:11](=[N:14][OH:15])[NH2:12]. The yield is 0.901.